This data is from Full USPTO retrosynthesis dataset with 1.9M reactions from patents (1976-2016). The task is: Predict the reactants needed to synthesize the given product. (1) Given the product [CH2:1]([C@@H:3]1[CH2:4][CH2:5][C@H:6]([O:9][C:10]2[C:11]([C:22]([F:23])([F:24])[F:25])=[C:12]3[C:17](=[CH:18][CH:19]=2)[CH:16]=[C:15]([CH:20]([OH:21])[CH2:26][CH3:27])[CH:14]=[CH:13]3)[CH2:7][CH2:8]1)[CH3:2], predict the reactants needed to synthesize it. The reactants are: [CH2:1]([C@@H:3]1[CH2:8][CH2:7][C@H:6]([O:9][C:10]2[C:11]([C:22]([F:25])([F:24])[F:23])=[C:12]3[C:17](=[CH:18][CH:19]=2)[CH:16]=[C:15]([CH:20]=[O:21])[CH:14]=[CH:13]3)[CH2:5][CH2:4]1)[CH3:2].[CH2:26](Br)[CH3:27].C([C@@H]1CC[C@H](OC2C(C(F)(F)F)=C3C(=CC=2)C=C(C(O)C)C=C3)CC1)C. (2) Given the product [CH:3]1([O:9][C:11]2[CH:20]=[N:19][C:18]3[C:13](=[CH:14][C:15]([O:23][CH:24]4[CH2:7][CH2:8][CH2:3][CH2:4][CH2:5]4)=[C:16]([O:21][CH3:22])[CH:17]=3)[N:12]=2)[CH2:8][CH2:7][CH2:6][CH2:5][CH2:4]1, predict the reactants needed to synthesize it. The reactants are: [H-].[Na+].[CH:3]1([OH:9])[CH2:8][CH2:7][CH2:6][CH2:5][CH2:4]1.Cl[C:11]1[CH:20]=[N:19][C:18]2[C:13](=[CH:14][C:15]([O:23][CH3:24])=[C:16]([O:21][CH3:22])[CH:17]=2)[N:12]=1. (3) Given the product [CH3:1][C:2]1[CH:12]=[CH:11][C:5]([C:6]([O:8][CH2:9][CH3:10])=[O:7])=[CH:4][C:3]=1[NH:13][C:14]([C:16]1[C:20]2[N:21]=[CH:22][N:23]=[C:24]([S:25]([CH3:26])=[O:35])[C:19]=2[S:18][CH:17]=1)=[O:15], predict the reactants needed to synthesize it. The reactants are: [CH3:1][C:2]1[CH:12]=[CH:11][C:5]([C:6]([O:8][CH2:9][CH3:10])=[O:7])=[CH:4][C:3]=1[NH:13][C:14]([C:16]1[C:20]2[N:21]=[CH:22][N:23]=[C:24]([S:25][CH3:26])[C:19]=2[S:18][CH:17]=1)=[O:15].C1C=C(Cl)C=C(C(OO)=[O:35])C=1. (4) Given the product [Cl:57][C:58]1[CH:63]=[CH:62][CH:61]=[CH:60][C:59]=1[NH:64][C:65]([NH:52][C:51]1[CH:53]=[CH:54][C:48]([C:45]2[S:44][C:43]([CH:40]3[CH2:41][CH2:42][N:37]([S:34]([C:33]([F:32])([F:55])[F:56])(=[O:35])=[O:36])[CH2:38][CH2:39]3)=[N:47][CH:46]=2)=[CH:49][CH:50]=1)=[O:66], predict the reactants needed to synthesize it. The reactants are: FC(F)(F)C1C=C(NC(=O)NC2C=CC(C3SC(CCC(OC)=O)=NC=3)=CC=2)C=CC=1.[F:32][C:33]([F:56])([F:55])[S:34]([N:37]1[CH2:42][CH2:41][CH:40]([C:43]2[S:44][C:45]([C:48]3[CH:54]=[CH:53][C:51]([NH2:52])=[CH:50][CH:49]=3)=[CH:46][N:47]=2)[CH2:39][CH2:38]1)(=[O:36])=[O:35].[Cl:57][C:58]1[CH:63]=[CH:62][CH:61]=[CH:60][C:59]=1[N:64]=[C:65]=[O:66]. (5) Given the product [N:17]1[CH:16]=[CH:15][CH:14]=[CH:13][C:12]=1[CH2:11][S:10]([C:8]1[NH:7][C:5]2[C:6]([CH2:43][O:30][C:29](=[O:31])[CH2:28][CH2:27][C:25](=[O:26])[N:24]([CH2:23][C:22]([CH3:21])([S:40][N:41]=[O:42])[CH3:39])[CH2:32][C:33]3[CH:38]=[CH:37][CH:36]=[CH:35][CH:34]=3)=[CH:1][CH:2]=[CH:3][C:4]=2[N:9]=1)=[O:18], predict the reactants needed to synthesize it. The reactants are: [CH:1]1[CH:2]=[CH:3][C:4]2[N:9]=[C:8]([S+:10]([O-:18])[CH2:11][C:12]3[CH:13]=[CH:14][CH:15]=[CH:16][N:17]=3)[NH:7][C:5]=2[CH:6]=1.C=O.[CH3:21][C:22]([S:40][N:41]=[O:42])([CH3:39])[CH2:23][N:24]([CH2:32][C:33]1[CH:38]=[CH:37][CH:36]=[CH:35][CH:34]=1)[C:25]([CH2:27][CH2:28][C:29]([OH:31])=[O:30])=[O:26].[CH:43]1(N=C=NC2CCCCC2)CCCCC1.